The task is: Predict the product of the given reaction.. This data is from Forward reaction prediction with 1.9M reactions from USPTO patents (1976-2016). (1) Given the reactants Cl.Cl.[NH2:3][CH:4]1[CH2:13][C:12]2[C:7](=[CH:8][CH:9]=[N:10][CH:11]=2)[NH:6][C:5]1=[O:14].C(OC([NH:22][C@H:23]([CH2:28][C:29]1[CH:34]=[C:33]([F:35])[CH:32]=[CH:31][C:30]=1[F:36])[CH2:24][C:25](O)=[O:26])=O)(C)(C)C.C(N(CC)CC)C.CCN=C=NCCCN(C)C.Cl.C1C=CC2N(O)N=NC=2C=1, predict the reaction product. The product is: [NH2:22][C@H:23]([CH2:28][C:29]1[CH:34]=[C:33]([F:35])[CH:32]=[CH:31][C:30]=1[F:36])[CH2:24][C:25]([NH:3][CH:4]1[CH2:13][C:12]2[C:7](=[CH:8][CH:9]=[N:10][CH:11]=2)[NH:6][C:5]1=[O:14])=[O:26]. (2) Given the reactants [C:1]([C:5]1[CH:6]=[C:7]([CH:12]=[C:13]([CH2:15][OH:16])[CH:14]=1)[C:8]([O:10][CH3:11])=[O:9])([CH3:4])([CH3:3])[CH3:2].Br[CH2:18][CH2:19][CH2:20][O:21][CH:22]1[CH2:27][CH2:26][CH2:25][CH2:24][O:23]1, predict the reaction product. The product is: [C:1]([C:5]1[CH:6]=[C:7]([CH:12]=[C:13]([CH2:15][O:16][CH2:18][CH2:19][CH2:20][O:21][CH:22]2[CH2:27][CH2:26][CH2:25][CH2:24][O:23]2)[CH:14]=1)[C:8]([O:10][CH3:11])=[O:9])([CH3:4])([CH3:2])[CH3:3]. (3) Given the reactants [C:1]1([N:7]2[C:11]3[CH:12]=[CH:13][CH:14]=[CH:15][C:10]=3[NH:9][S:8]2(=[O:17])=[O:16])[CH:6]=[CH:5][CH:4]=[CH:3][CH:2]=1.C1(P(C2C=CC=CC=2)C2C=CC=CC=2)C=CC=CC=1.[Br:37][CH2:38][CH2:39][CH2:40]O.CC(OC(/N=N/C(OC(C)C)=O)=O)C, predict the reaction product. The product is: [Br:37][CH2:38][CH2:39][CH2:40][N:9]1[C:10]2[CH:15]=[CH:14][CH:13]=[CH:12][C:11]=2[N:7]([C:1]2[CH:2]=[CH:3][CH:4]=[CH:5][CH:6]=2)[S:8]1(=[O:16])=[O:17]. (4) Given the reactants [CH:1]1([N:5]2[CH2:10][CH2:9][N:8]([C:11]([C:13]3[CH:14]=[C:15]4[C:19](=[CH:20][CH:21]=3)[NH:18][C:17]([C:22]([N:24]3[CH2:29][CH2:28][C:27]([F:31])([F:30])[CH2:26][CH2:25]3)=[O:23])=[CH:16]4)=[O:12])[CH2:7][CH2:6]2)[CH2:4][CH2:3][CH2:2]1.[Cl:32][C:33]1[CH:38]=[CH:37][C:36](B(O)O)=[CH:35][N:34]=1.N1C=CC=CC=1, predict the reaction product. The product is: [Cl:32][C:33]1[N:34]=[CH:35][C:36]([N:18]2[C:19]3[C:15](=[CH:14][C:13]([C:11]([N:8]4[CH2:7][CH2:6][N:5]([CH:1]5[CH2:2][CH2:3][CH2:4]5)[CH2:10][CH2:9]4)=[O:12])=[CH:21][CH:20]=3)[CH:16]=[C:17]2[C:22]([N:24]2[CH2:25][CH2:26][C:27]([F:30])([F:31])[CH2:28][CH2:29]2)=[O:23])=[CH:37][CH:38]=1. (5) Given the reactants [C:1]1([CH:7]([N:16]2[CH2:21][CH2:20][CH2:19][CH2:18][CH2:17]2)[CH:8]2[CH2:13][CH2:12][C:11](=[N:14]O)[CH2:10][CH2:9]2)[CH:6]=[CH:5][CH:4]=[CH:3][CH:2]=1.[H-].[Al+3].[Li+].[H-].[H-].[H-].O.[OH-].[Na+], predict the reaction product. The product is: [C:1]1([CH:7]([N:16]2[CH2:21][CH2:20][CH2:19][CH2:18][CH2:17]2)[CH:8]2[CH2:9][CH2:10][CH:11]([NH2:14])[CH2:12][CH2:13]2)[CH:2]=[CH:3][CH:4]=[CH:5][CH:6]=1.